This data is from Peptide-MHC class II binding affinity with 134,281 pairs from IEDB. The task is: Regression. Given a peptide amino acid sequence and an MHC pseudo amino acid sequence, predict their binding affinity value. This is MHC class II binding data. (1) The peptide sequence is EHCSLNENITVPDTK. The MHC is DRB1_0401 with pseudo-sequence DRB1_0401. The binding affinity (normalized) is 0.285. (2) The peptide sequence is NRWLFRHLAREKNPR. The MHC is DRB1_0404 with pseudo-sequence DRB1_0404. The binding affinity (normalized) is 0.570.